Dataset: Reaction yield outcomes from USPTO patents with 853,638 reactions. Task: Predict the reaction yield, written as a fraction of the theoretical maximum amount of product (1.0 means a 100% yield; for example, 0.34 means a 34% yield). The reactants are [NH2:1][C:2]1[CH:7]=[CH:6][C:5](B2OC(C)(C)C(C)(C)O2)=[CH:4][N:3]=1.Br[C:18]1[C:19]([CH3:28])=[CH:20][C:21]2[O:26][CH2:25][CH2:24][O:23][C:22]=2[CH:27]=1.C([O-])([O-])=O.[Na+].[Na+]. The catalyst is O1CCOCC1.CC#N.CC(P(C(C)(C)C)C1C=CC(N(C)C)=CC=1)(C)C.CC(P(C(C)(C)C)C1C=CC(N(C)C)=CC=1)(C)C.Cl[Pd]Cl. The product is [CH3:28][C:19]1[C:18]([C:5]2[CH:6]=[CH:7][C:2]([NH2:1])=[N:3][CH:4]=2)=[CH:27][C:22]2[O:23][CH2:24][CH2:25][O:26][C:21]=2[CH:20]=1. The yield is 0.260.